This data is from Full USPTO retrosynthesis dataset with 1.9M reactions from patents (1976-2016). The task is: Predict the reactants needed to synthesize the given product. (1) Given the product [CH3:28][C:27]([CH3:30])([CH3:29])[CH2:26][C@H:21]([NH:20][C:17]([C:7]1[CH:6]=[CH:5][C:4]([CH:1]2[CH2:2][CH2:3]2)=[C:9]([S:10]([CH2:13][CH:14]([CH3:15])[CH3:16])(=[O:11])=[O:12])[N:8]=1)=[O:19])[C:22](=[O:23])[NH:24][CH3:25], predict the reactants needed to synthesize it. The reactants are: [CH:1]1([C:4]2[CH:5]=[CH:6][C:7]([C:17]([OH:19])=O)=[N:8][C:9]=2[S:10]([CH2:13][CH:14]([CH3:16])[CH3:15])(=[O:12])=[O:11])[CH2:3][CH2:2]1.[NH2:20][C@@H:21]([CH2:26][C:27]([CH3:30])([CH3:29])[CH3:28])[C:22]([NH:24][CH3:25])=[O:23]. (2) Given the product [OH:11][CH:10]([CH2:9][C@@H:2]([CH3:1])[CH2:3][CH2:4][CH:5]=[C:6]([CH3:7])[CH3:8])[C:23](=[O:22])[CH2:24][C@@H:17]([CH3:18])[CH2:5][CH2:4][CH:3]=[C:2]([CH3:9])[CH3:1], predict the reactants needed to synthesize it. The reactants are: [CH3:1][C@H:2]([CH2:9][CH:10]=[O:11])[CH2:3][CH2:4][CH:5]=[C:6]([CH3:8])[CH3:7].C(N([CH2:17][CH3:18])CC)C.C([O:22][CH2:23][CH3:24])(=O)C. (3) Given the product [S:8]1[C:12]2[CH:13]=[CH:14][CH:15]=[CH:16][C:11]=2[N:10]=[C:9]1[NH:17][C:18]([C:20]1[CH:21]=[CH:22][CH:23]=[C:24]2[C:29]=1[CH2:28][N:27]([C:30]1[S:31][C:32]([CH2:38][CH2:39][CH2:40][O:41][C:42]3[CH:47]=[CH:46][C:45]([O:62][CH2:61][CH2:60][N:55]4[CH2:59][CH2:58][CH2:57][CH2:56]4)=[CH:44][CH:43]=3)=[C:33]([C:35]([OH:37])=[O:36])[N:34]=1)[CH2:26][CH2:25]2)=[O:19], predict the reactants needed to synthesize it. The reactants are: C(O)(C(F)(F)F)=O.[S:8]1[C:12]2[CH:13]=[CH:14][CH:15]=[CH:16][C:11]=2[N:10]=[C:9]1[NH:17][C:18]([C:20]1[CH:21]=[CH:22][CH:23]=[C:24]2[C:29]=1[CH2:28][N:27]([C:30]1[S:31][C:32]([CH2:38][CH2:39][CH2:40][O:41][C:42]3[CH:47]=[CH:46][C:45](C4C(C#N)=CSC=4)=[CH:44][CH:43]=3)=[C:33]([C:35]([OH:37])=[O:36])[N:34]=1)[CH2:26][CH2:25]2)=[O:19].[N:55]1([CH2:60][CH2:61][O:62]C2C=CC(O)=CC=2)[CH2:59][CH2:58][CH2:57][CH2:56]1. (4) Given the product [F:1][C:2]1[CH:3]=[CH:4][C:5]([C@H:8]([CH3:11])[CH2:9][NH:10][C:13]2[S:17][N:16]=[C:15]([CH2:18][C:19]3[CH:24]=[CH:23][CH:22]=[C:21]([O:25][CH3:26])[CH:20]=3)[N:14]=2)=[CH:6][CH:7]=1, predict the reactants needed to synthesize it. The reactants are: [F:1][C:2]1[CH:7]=[CH:6][C:5]([C@H:8]([CH3:11])[CH2:9][NH2:10])=[CH:4][CH:3]=1.Cl[C:13]1[S:17][N:16]=[C:15]([CH2:18][C:19]2[CH:24]=[CH:23][CH:22]=[C:21]([O:25][CH3:26])[CH:20]=2)[N:14]=1.C([O-])([O-])=O.[K+].[K+]. (5) Given the product [CH:13]1[C:14]2[CH:2]([O:1][C:22](=[O:25])[CH:23]=[CH2:24])[C:3]3[C:8](=[CH:7][CH:6]=[CH:5][CH:4]=3)[C:9]=2[CH:10]=[CH:11][CH:12]=1, predict the reactants needed to synthesize it. The reactants are: [OH:1][CH:2]1[C:14]2[CH:13]=[CH:12][CH:11]=[CH:10][C:9]=2[C:8]2[C:3]1=[CH:4][CH:5]=[CH:6][CH:7]=2.C(N(CC)CC)C.[C:22](Cl)(=[O:25])[CH:23]=[CH2:24]. (6) Given the product [F:1][C:2]([F:12])([F:13])[O:3][C:4]1[CH:11]=[CH:10][C:7]([CH2:8][NH:9][CH2:15][CH2:14][CH2:20][S:17]([OH:19])(=[O:18])=[O:16])=[CH:6][CH:5]=1, predict the reactants needed to synthesize it. The reactants are: [F:1][C:2]([F:13])([F:12])[O:3][C:4]1[CH:11]=[CH:10][C:7]([CH2:8][NH2:9])=[CH:6][CH:5]=1.[CH2:14]1[CH2:20][S:17](=[O:19])(=[O:18])[O:16][CH2:15]1. (7) Given the product [CH3:30][N:31]1[CH:35]=[C:34]([N+:36]([O-:38])=[O:37])[CH:33]=[C:32]1[C:39]([NH:15][C:13]1[CH:14]=[C:10]([C:8]([NH:7][C:5]2[CH:4]=[C:3]([C:19]([NH:21][CH2:22][CH2:23][N:24]3[CH2:25][CH2:26][O:27][CH2:28][CH2:29]3)=[O:20])[N:2]([CH3:1])[CH:6]=2)=[O:9])[N:11]([CH3:18])[CH:12]=1)=[O:40], predict the reactants needed to synthesize it. The reactants are: [CH3:1][N:2]1[CH:6]=[C:5]([NH:7][C:8]([C:10]2[N:11]([CH3:18])[CH:12]=[C:13]([N+:15]([O-])=O)[CH:14]=2)=[O:9])[CH:4]=[C:3]1[C:19]([NH:21][CH2:22][CH2:23][N:24]1[CH2:29][CH2:28][O:27][CH2:26][CH2:25]1)=[O:20].[CH3:30][N:31]1[CH:35]=[C:34]([N+:36]([O-:38])=[O:37])[CH:33]=[C:32]1[C:39](Cl)=[O:40]. (8) Given the product [F:55][C:49]1[CH:50]=[CH:51][CH:52]=[C:53]([F:54])[C:48]=1[NH:47][C:45]([C@@H:37]1[CH2:38][C:39]2[C:44](=[CH:43][CH:42]=[CH:41][CH:40]=2)[N:36]1[C:34](=[O:35])[C@@H:33]([NH:32][C:68](=[O:69])[C@@H:67]([N:66]([CH3:72])[C:64](=[O:65])[O:63][C:59]([CH3:60])([CH3:62])[CH3:61])[CH3:71])[CH:56]([CH3:58])[CH3:57])=[O:46], predict the reactants needed to synthesize it. The reactants are: CN(C(ON1N=NC2C=CC=NC1=2)=[N+](C)C)C.F[P-](F)(F)(F)(F)F.FC(F)(F)C(O)=O.[NH2:32][C@@H:33]([CH:56]([CH3:58])[CH3:57])[C:34]([N:36]1[C:44]2[C:39](=[CH:40][CH:41]=[CH:42][CH:43]=2)[CH2:38][C@H:37]1[C:45]([NH:47][C:48]1[C:53]([F:54])=[CH:52][CH:51]=[CH:50][C:49]=1[F:55])=[O:46])=[O:35].[C:59]([O:63][C:64]([N:66]([CH3:72])[C@@H:67]([CH3:71])[C:68](O)=[O:69])=[O:65])([CH3:62])([CH3:61])[CH3:60].C(N(C(C)C)CC)(C)C. (9) The reactants are: C[Si]([C:5]#[C:6][C:7]1[CH:25]=[CH:24][C:10]([N:11]([CH2:18][CH2:19][CH2:20][CH2:21][CH2:22][CH3:23])[CH2:12][CH2:13][CH2:14][CH2:15][CH2:16][CH3:17])=[CH:9][CH:8]=1)(C)C.C([O-])([O-])=O.[K+].[K+].C1COCC1. Given the product [C:6]([C:7]1[CH:25]=[CH:24][C:10]([N:11]([CH2:18][CH2:19][CH2:20][CH2:21][CH2:22][CH3:23])[CH2:12][CH2:13][CH2:14][CH2:15][CH2:16][CH3:17])=[CH:9][CH:8]=1)#[CH:5], predict the reactants needed to synthesize it. (10) Given the product [OH:49][CH2:48][C@@H:34]1[CH2:33][N:32]([CH2:31][C:30]2[CH:52]=[CH:53][C:27]([O:26][CH3:25])=[CH:28][CH:29]=2)[C:37](=[O:38])[CH2:36][C@H:35]1[C:39]1[CH:44]=[C:43]([F:45])[C:42]([F:46])=[CH:41][C:40]=1[F:47], predict the reactants needed to synthesize it. The reactants are: ClC1C=CC([C@@H]2CCN(C(OC(C)(C)C)=O)C[C@H]2C(OC)=O)=CC=1.[CH3:25][O:26][C:27]1[CH:53]=[CH:52][C:30]([CH2:31][N:32]2[C:37](=[O:38])[CH2:36][C@@H:35]([C:39]3[CH:44]=[C:43]([F:45])[C:42]([F:46])=[CH:41][C:40]=3[F:47])[C@H:34]([C:48](OC)=[O:49])[CH2:33]2)=[CH:29][CH:28]=1.